Dataset: Full USPTO retrosynthesis dataset with 1.9M reactions from patents (1976-2016). Task: Predict the reactants needed to synthesize the given product. (1) Given the product [Br:1][C:2]1[CH:8]=[C:7]([F:9])[C:5]([NH:6][C:12](=[O:19])[CH2:13][C:14]([O:16][CH2:17][CH3:18])=[O:15])=[C:4]([F:10])[CH:3]=1, predict the reactants needed to synthesize it. The reactants are: [Br:1][C:2]1[CH:8]=[C:7]([F:9])[C:5]([NH2:6])=[C:4]([F:10])[CH:3]=1.Cl[C:12](=[O:19])[CH2:13][C:14]([O:16][CH2:17][CH3:18])=[O:15].CCN(C(C)C)C(C)C. (2) Given the product [Cl:3][C:4]1[CH:5]=[CH:6][C:7]([S:10]([N:13]2[CH2:18][CH2:17][CH:16]([NH:19][S:20]([C:23]3[CH:24]=[CH:25][C:26]([CH:29]4[CH2:30][O:39]4)=[CH:27][CH:28]=3)(=[O:21])=[O:22])[CH2:15][CH2:14]2)(=[O:11])=[O:12])=[CH:8][CH:9]=1, predict the reactants needed to synthesize it. The reactants are: [H][H].[Cl:3][C:4]1[CH:9]=[CH:8][C:7]([S:10]([N:13]2[CH2:18][CH2:17][CH:16]([NH:19][S:20]([C:23]3[CH:28]=[CH:27][C:26]([CH:29]=[CH2:30])=[CH:25][CH:24]=3)(=[O:22])=[O:21])[CH2:15][CH2:14]2)(=[O:12])=[O:11])=[CH:6][CH:5]=1.C1C=C(Cl)C=C(C(OO)=[O:39])C=1. (3) Given the product [Cl:43][C:40]1[CH:41]=[CH:42][C:37]([C:35]2[C:34]3[CH:44]=[C:45]([O:48][CH3:49])[CH:46]=[CH:47][C:33]=3[N:32]3[C:50]([CH3:53])=[N:51][N:52]=[C:31]3[C@H:30]([CH2:29][C:28]([NH:27][CH2:26][CH2:25][NH:24][C:8]([C:7]3[CH:6]=[CH:5][C:4]([B:1]([OH:2])[OH:3])=[CH:12][CH:11]=3)=[O:10])=[O:54])[N:36]=2)=[CH:38][CH:39]=1, predict the reactants needed to synthesize it. The reactants are: [B:1]([C:4]1[CH:12]=[CH:11][C:7]([C:8]([OH:10])=O)=[CH:6][CH:5]=1)([OH:3])[OH:2].CCN=C=NCCCN(C)C.[NH2:24][CH2:25][CH2:26][NH:27][C:28](=[O:54])[CH2:29][C@@H:30]1[N:36]=[C:35]([C:37]2[CH:42]=[CH:41][C:40]([Cl:43])=[CH:39][CH:38]=2)[C:34]2[CH:44]=[C:45]([O:48][CH3:49])[CH:46]=[CH:47][C:33]=2[N:32]2[C:50]([CH3:53])=[N:51][N:52]=[C:31]12. (4) Given the product [CH3:36][CH:34]([CH2:33][CH2:32][CH2:31][C@H:29]([C@@H:28]1[C@:19]2([CH3:37])[C@H:20]([C@H:21]3[C@H:16]([CH2:17][CH2:18]2)[C@:15]2([CH3:38])[C:24]([CH2:25][C@@H:12]([O:50][CH2:39][CH2:40][CH2:41][CH2:42][CH2:43][CH2:44][CH2:45][CH2:46][CH2:47][CH2:48][OH:49])[CH2:13][CH2:14]2)=[CH:23][CH2:22]3)[CH2:26][CH2:27]1)[CH3:30])[CH3:35], predict the reactants needed to synthesize it. The reactants are: CC1C=CC(S(O[C@@H:12]2[CH2:25][C:24]3[C@@:15]([CH3:38])([C@@H:16]4[C@@H:21]([CH2:22][CH:23]=3)[C@@H:20]3[CH2:26][CH2:27][C@H:28]([C@@H:29]([CH2:31][CH2:32][CH2:33][CH:34]([CH3:36])[CH3:35])[CH3:30])[C@@:19]3([CH3:37])[CH2:18][CH2:17]4)[CH2:14][CH2:13]2)(=O)=O)=CC=1.[CH2:39]([OH:50])[CH2:40][CH2:41][CH2:42][CH2:43][CH2:44][CH2:45][CH2:46][CH2:47][CH2:48][OH:49]. (5) Given the product [Br:20][C:17]1[CH:18]=[C:19]2[C@@:5]3([CH2:4][O:3][C:2]([NH2:1])=[N:6]3)[C:7]3[C:12](=[CH:11][CH:10]=[C:9]([O:21][CH2:33][C:34]([CH3:37])([CH3:36])[CH3:35])[CH:8]=3)[O:13][C:14]2=[N:15][CH:16]=1, predict the reactants needed to synthesize it. The reactants are: [NH2:1][C:2]1[O:3][CH2:4][C@@:5]2([C:19]3[C:14](=[N:15][CH:16]=[C:17]([Br:20])[CH:18]=3)[O:13][C:12]3[C:7]2=[CH:8][C:9]([OH:21])=[CH:10][CH:11]=3)[N:6]=1.CN(C=O)C.C(=O)([O-])[O-].[Cs+].[Cs+].[CH2:33](I)[C:34]([CH3:37])([CH3:36])[CH3:35]. (6) Given the product [O:1]1[C:5]2[CH:6]=[CH:7][C:8]([C:10]3[NH:14][CH:13]=[N:12][C:11]=3[C:15]3[N:16]=[C:17]([NH:22][C:23]4[CH:28]=[CH:27][CH:26]=[CH:25][CH:24]=4)[CH:18]=[CH:19][CH:20]=3)=[CH:9][C:4]=2[O:3][CH2:2]1, predict the reactants needed to synthesize it. The reactants are: [O:1]1[C:5]2[CH:6]=[CH:7][C:8]([C:10]3[NH:14][CH:13]=[N:12][C:11]=3[C:15]3[CH:20]=[CH:19][CH:18]=[C:17](Br)[N:16]=3)=[CH:9][C:4]=2[O:3][CH2:2]1.[NH2:22][C:23]1[CH:28]=[CH:27][CH:26]=[CH:25][CH:24]=1.C[Al](C)C.[OH-].[Na+]. (7) The reactants are: Br[C:2]1[N:7]=[CH:6][CH:5]=[CH:4][N:3]=1.[Br:8][C:9]1[CH:14]=[CH:13][C:12](B(O)O)=[C:11]([F:18])[C:10]=1[F:19].C(=O)([O-])[O-].[K+].[K+].C(O)C. Given the product [Br:8][C:9]1[CH:14]=[CH:13][C:12]([C:2]2[N:7]=[CH:6][CH:5]=[CH:4][N:3]=2)=[C:11]([F:18])[C:10]=1[F:19], predict the reactants needed to synthesize it.